Dataset: Forward reaction prediction with 1.9M reactions from USPTO patents (1976-2016). Task: Predict the product of the given reaction. The product is: [C:6]([O:10][C:11]([N:13]1[CH2:18][CH2:17][N:16]([CH2:4][CH2:3][CH2:2][Br:1])[CH2:15][CH2:14]1)=[O:12])([CH3:9])([CH3:7])[CH3:8]. Given the reactants [Br:1][CH2:2][CH2:3][CH2:4]Br.[C:6]([O:10][C:11]([N:13]1[CH2:18][CH2:17][NH:16][CH2:15][CH2:14]1)=[O:12])([CH3:9])([CH3:8])[CH3:7].C(N(C(C)C)CC)(C)C.C(=O)(O)[O-].[Na+], predict the reaction product.